This data is from Experimentally validated miRNA-target interactions with 360,000+ pairs, plus equal number of negative samples. The task is: Binary Classification. Given a miRNA mature sequence and a target amino acid sequence, predict their likelihood of interaction. (1) The miRNA is hsa-miR-632 with sequence GUGUCUGCUUCCUGUGGGA. The protein sequence of the target gene is MRATPLAASADVSCRKKPLEFDDNIDAKCPVLKRVRDEPEPGPLPSLLPPSPPPASDLSPAVAPATRLGPYILLEREQGSCSYRALHCPTGTEYTCKVYPASEAQAVLAPYARLPTHQHVARPTEVLLGSRLLYIFFTKTHGDLHSLVRSRRGIPESEAAGLFRQMASAVAHCHKHGLVLRDLKLRRFVFSNCERTKLVLENLEDACVMTGSDDSLWDKHACPAYVGPEILSSRPSYSGKAADVWSLGVALFTMLAGRYPFHDSEPVLLFGKIRRGTFALPEGLSAPARCLIRCLLRKEP.... Result: 0 (no interaction). (2) The miRNA is hsa-miR-4787-5p with sequence GCGGGGGUGGCGGCGGCAUCCC. The protein sequence of the target gene is MGRGWGFLFGLLGAVWLLSSGHGEEQPPETAAQRCFCQVSGYLDDCTCDVETIDRFNNYRLFPRLQKLLESDYFRYYKVNLKRPCPFWNDISQCGRRDCAVKPCQSDEVPDGIKSASYKYSEEANNLIEECEQAERLGAVDESLSEETQKAVLQWTKHDDSSDNFCEADDIQSPEAEYVDLLLNPERYTGYKGPDAWKIWNVIYEENCFKPQTIKRPLNPLASGQGTSEENTFYSWLEGLCVEKRAFYRLISGLHASINVHLSARYLLQETWLEKKWGHNITEFQQRFDGILTEGEGPRR.... Result: 0 (no interaction). (3) The miRNA is rno-miR-327 with sequence CCUUGAGGGGCAUGAGGGU. The protein sequence of the target gene is MAAAKVALTKRADPAELRTIFLKYASIEKNGEFFMSPNDFVTRYLNIFGESQPNPKTVELLSGVVDQTKDGLISFQEFVAFESVLCAPDALFMVAFQLFDKAGKGEVTFEDVKQVFGQTTIHQHIPFNWDSEFVQLHFGKERKRHLTYAEFTQFLLEIQLEHAKQAFVQRDNARTGRVTAIDFRDIMVTIRPHVLTPFVEECLVAAAGGTTSHQVSFSYFNGFNSLLNNMELIRKIYSTLAGTRKDVEVTKEEFVLAAQKFGQVTPMEVDILFQLADLYEPRGRMTLADIERIAPLEEGT.... Result: 0 (no interaction). (4) The miRNA is hsa-miR-877-5p with sequence GUAGAGGAGAUGGCGCAGGG. The protein sequence of the target gene is MMCGAPSATQPATAETQHIADQVRSQLEEKENKKFPVFKAVSFKSQVVAGTNYFIKVHVGDEDFVHLRVFQSLPHENKPLTLSNYQTNKAKHDELTYF. Result: 1 (interaction). (5) The miRNA is ath-miR396a-5p with sequence UUCCACAGCUUUCUUGAACUG. The protein sequence of the target gene is MSVLRRMMRVSNRSLLAFIFFFSLSSSCLYFIYVAPGIANTYLFMVQARGIMLRENVKTIGHMIRLYTNKNSTLNGTDYPEGNNSSDYLVQTTTYLPENFTYSPYLPCPEKLPYMRGFLNVNVSEVSFDEIHQLFSKDLDIEPGGHWRPKDCKPRWKVAVLIPFRNRHEHLPIFFLHLIPMLQKQRLEFAFYVIEQTGTQPFNRAMLFNVGFKEAMKDSVWDCVIFHDVDHLPENDRNYYGCGEMPRHFAAKLDKYMYILPYKEFFGGVSGLTVEQFRKINGFPNAFWGWGGEDDDLWNR.... Result: 0 (no interaction). (6) The miRNA is hsa-miR-1587 with sequence UUGGGCUGGGCUGGGUUGGG. The protein sequence of the target gene is MNIDDKLEGLFLKCGGIDEMQSSRAMVVMGGVSGQSAVSGELQESVLQDRSLPHQEILAADEVLQESEMRQQDMISHDELMVHEETVKNDEEQMDTHERLPQGLQYALNVPISVKQEITFTDVSEQLMRDKKQVREPVDLQKKKKRKQRSPAKILTINEDGSLGLKTPKSHVCEHCNAAFRTNYHLQRHVFIHTGEKPFQCSQCDMRFIQKYLLQRHEKIHTGEKPFRCDECGMRFIQKYHMERHKRTHSGEKPYQCEYCLQYFSRTDRVLKHKRMCHENHDKKLNRCAIKGGLLTSEED.... Result: 0 (no interaction). (7) The protein sequence of the target gene is MGKIESNERVILNVGGTRHETYRSTLKTLPGTRLALLASSEPQGDCLTAAGDKLQPLPPPLSPPPRPPPLSPVPSGCFEGGAGNCSSHGGNGGNGGSDHPGGGREFFFDRHPGVFAYVLNYYRTGKLHCPADVCGPLFEEELAFWGIDETDVEPCCWMTYRQHRDAEEALDIFETPDLIGGDPGDDEDLAAKRLGIEDAAGLGGPDGKSGRWRKLQPRMWALFEDPYSSRAARFIAFASLFFILVSITTFCLETHEAFNIVKNKTEPVINGTSPVLQYEIETDPALTYVEGVCVVWFTFE.... The miRNA is mmu-miR-669m-3p with sequence AUAUACAUCCACACAAACAUAU. Result: 1 (interaction). (8) The miRNA is rno-miR-7a-5p with sequence UGGAAGACUAGUGAUUUUGUUGU. The protein sequence of the target gene is MKMASQRFCLRWNNHQSNLLSVFDQLLHAETFTDVTLAVEGQHLKAHKMVLSACSPYFNTLFVSHPEKHPIVILKDVPYSDMKSLLDFMYRGEVSVDQERLTAFLRVAESLRIKGLTEVNDDKPSPAAAAAGAGATGSESTATTPQLQRIQPYLVPQRNRSQAGGLLASAANAGNTPTLPVQPSLLSSALMPKRKRGRPRKLSGSSNGTGNDYDDFDRENMMNDSSDLGNGKMCNESYSGNDDGSDDNQPNAGHTDDLNESRDSLPSKRSKNSKDHRVVSHHEDNSTSVTPTKATPELSQ.... Result: 0 (no interaction). (9) The miRNA is hsa-miR-548ad-5p with sequence AAAAGUAAUUGUGGUUUUUG. The protein sequence of the target gene is MAGPAPPVADELPGPAARRLYSRMEASCLELALEGERLCKAGDFKTGVAFFEAAVQVGTEDLKTLSAIYSQLGNAYFYLKEHGRALEYHKHDLLLARTIGDRMGEAKASGNLGNTLKVLGRFDEAAVCCQRHLSIAQEQGDKVGEARALYNIGNVYHAKGKQLSWNAANATQDPGHLPPDVRETLCKASEFYERNLSLVKELGDRAAQGRAYGNLGNTHYLLGNFTEATTFHKERLAIAKEFGDKAAERRAYSNLGNAHVFLGRFDVAAEYYKKTLQLSRQLRDQAVEAQACYSLGNTYT.... Result: 0 (no interaction).